This data is from Forward reaction prediction with 1.9M reactions from USPTO patents (1976-2016). The task is: Predict the product of the given reaction. (1) The product is: [CH3:1][O:2][C:3]1[CH:8]=[CH:7][CH:6]=[CH:5][C:4]=1/[CH:9]=[CH:10]/[C:11]1[CH:12]=[C:13]([CH:17]=[C:18]([O:20][C@@H:21]([CH3:25])[CH2:22][O:23][CH3:24])[CH:19]=1)[C:14]([NH:32][C:29]1[CH:30]=[CH:31][N:27]([CH3:26])[N:28]=1)=[O:16]. Given the reactants [CH3:1][O:2][C:3]1[CH:8]=[CH:7][CH:6]=[CH:5][C:4]=1/[CH:9]=[CH:10]/[C:11]1[CH:12]=[C:13]([CH:17]=[C:18]([O:20][C@@H:21]([CH3:25])[CH2:22][O:23][CH3:24])[CH:19]=1)[C:14]([OH:16])=O.[CH3:26][N:27]1[CH:31]=[CH:30][C:29]([NH2:32])=[N:28]1.NC1SC(F)=CN=1, predict the reaction product. (2) Given the reactants [CH:1]([Li])([CH3:3])[CH3:2].Br[C:6]1[C:15]2[C:10](=[C:11]([OH:16])[CH:12]=[CH:13][CH:14]=2)[N:9]=[C:8]([CH3:17])[CH:7]=1.CO, predict the reaction product. The product is: [CH:1]([C:6]1[C:15]2[C:10](=[C:11]([OH:16])[CH:12]=[CH:13][CH:14]=2)[N:9]=[C:8]([CH3:17])[CH:7]=1)([CH3:3])[CH3:2]. (3) Given the reactants [CH2:1]([N:3]([CH2:14][CH3:15])[C:4]1[CH:5]=[CH:6][C:7]([N+:11]([O-])=O)=[C:8]([OH:10])[CH:9]=1)[CH3:2].[H][H], predict the reaction product. The product is: [NH2:11][C:7]1[CH:6]=[CH:5][C:4]([N:3]([CH2:14][CH3:15])[CH2:1][CH3:2])=[CH:9][C:8]=1[OH:10]. (4) Given the reactants Cl[CH2:2][C:3]1[CH:31]=[CH:30][C:6]([C:7]([NH:9][C:10]2[C:11]([CH3:29])=[CH:12][CH:13]=[C:14]([NH:16][C:17]3[N:22]=[C:21]([C:23]4[CH:24]=[N:25][CH:26]=[CH:27][CH:28]=4)[CH:20]=[CH:19][N:18]=3)[CH:15]=2)=[O:8])=[CH:5][CH:4]=1.N1C=CC=CC=1.[CH3:38][N:39]1[CH2:45][CH2:44][CH2:43][NH:42][CH2:41][CH2:40]1, predict the reaction product. The product is: [CH3:38][N:39]1[CH2:45][CH2:44][CH2:43][N:42]([CH2:2][C:3]2[CH:31]=[CH:30][C:6]([C:7]([NH:9][C:10]3[CH:15]=[C:14]([NH:16][C:17]4[N:22]=[C:21]([C:23]5[CH:24]=[N:25][CH:26]=[CH:27][CH:28]=5)[CH:20]=[CH:19][N:18]=4)[CH:13]=[CH:12][C:11]=3[CH3:29])=[O:8])=[CH:5][CH:4]=2)[CH2:41][CH2:40]1. (5) Given the reactants [Si:1]([O:8][CH2:9][C:10]1[C:15]2[CH:16](O)[CH2:17][CH2:18][CH2:19][CH2:20][CH2:21][C:14]=2[CH:13]=[CH:12][CH:11]=1)([C:4]([CH3:7])([CH3:6])[CH3:5])([CH3:3])[CH3:2].C(N(CC)CC)C.CS(Cl)(=O)=O.[Cl-].[Li+].C1CCN2C(=NCCC2)CC1, predict the reaction product. The product is: [C:4]([Si:1]([O:8][CH2:9][C:10]1[C:15]2[CH:16]=[CH:17][CH2:18][CH2:19][CH2:20][CH2:21][C:14]=2[CH:13]=[CH:12][CH:11]=1)([CH3:3])[CH3:2])([CH3:7])([CH3:5])[CH3:6].